This data is from Forward reaction prediction with 1.9M reactions from USPTO patents (1976-2016). The task is: Predict the product of the given reaction. The product is: [C:16]12([C:14]([C:11]3[CH:12]=[CH:13][C:2]([C:1]([OH:4])=[O:3])=[CH:9][CH:10]=3)=[O:15])[CH2:23][CH:22]3[CH2:21][CH:20]([CH2:19][CH:18]([CH2:24]3)[CH2:17]1)[CH2:25]2. Given the reactants [C:1]([OH:4])(=[O:3])[CH3:2].[Br-].[Na+].CC1[CH:13]=[CH:12][C:11]([C:14]([C:16]23[CH2:25][CH:20]4[CH2:21][CH:22]([CH2:24][CH:18]([CH2:19]4)[CH2:17]2)[CH2:23]3)=[O:15])=[CH:10][CH:9]=1, predict the reaction product.